Dataset: Reaction yield outcomes from USPTO patents with 853,638 reactions. Task: Predict the reaction yield, written as a fraction of the theoretical maximum amount of product (1.0 means a 100% yield; for example, 0.34 means a 34% yield). (1) The reactants are [CH3:1][O:2][C:3]1[CH:8]=[CH:7][C:6]([C:9]2[CH:20]=[C:12]3[N:13]=[C:14]([C:17]([OH:19])=O)[CH:15]=[CH:16][N:11]3[N:10]=2)=[CH:5][CH:4]=1.[CH2:21]([NH:26][CH2:27][CH2:28][CH:29]([CH3:31])[CH3:30])[CH2:22][CH:23]([CH3:25])[CH3:24].O.OC1C2N=NNC=2C=CC=1.Cl.C(N=C=NCCCN(C)C)C. The catalyst is CN(C=O)C.C(Cl)Cl.[Cl-].[NH4+].O.CO. The product is [CH2:27]([N:26]([CH2:21][CH2:22][CH:23]([CH3:25])[CH3:24])[C:17]([C:14]1[CH:15]=[CH:16][N:11]2[N:10]=[C:9]([C:6]3[CH:5]=[CH:4][C:3]([O:2][CH3:1])=[CH:8][CH:7]=3)[CH:20]=[C:12]2[N:13]=1)=[O:19])[CH2:28][CH:29]([CH3:30])[CH3:31]. The yield is 0.890. (2) The reactants are Br[C:2]1[CH:3]=[C:4]([C:8]([N:10]=[S:11]([C:14]2[CH:19]=[CH:18][C:17]([NH:20][C:21](=[O:27])[O:22][C:23]([CH3:26])([CH3:25])[CH3:24])=[CH:16][CH:15]=2)([CH3:13])=[O:12])=[O:9])[CH:5]=[N:6][CH:7]=1.[C:28]([C:30]1[CH:31]=[C:32]([NH:36][C:37]([C:39]2[N:40]([CH3:45])[N:41]=[C:42]([CH3:44])[CH:43]=2)=[O:38])[CH:33]=[CH:34][CH:35]=1)#[CH:29]. No catalyst specified. The product is [C:23]([O:22][C:21]([NH:20][C:17]1[CH:18]=[CH:19][C:14]([S:11]([CH3:13])(=[O:12])=[N:10][C:8](=[O:9])[C:4]2[CH:3]=[C:2]([C:29]#[C:28][C:30]3[CH:35]=[CH:34][CH:33]=[C:32]([NH:36][C:37]([C:39]4[N:40]([CH3:45])[N:41]=[C:42]([CH3:44])[CH:43]=4)=[O:38])[CH:31]=3)[CH:7]=[N:6][CH:5]=2)=[CH:15][CH:16]=1)=[O:27])([CH3:26])([CH3:25])[CH3:24]. The yield is 0.510.